This data is from Full USPTO retrosynthesis dataset with 1.9M reactions from patents (1976-2016). The task is: Predict the reactants needed to synthesize the given product. (1) Given the product [CH:1]12[CH2:7][CH:4]([CH2:5][CH2:6]1)[CH2:3][CH:2]2[C:8]1[NH:12][C:11]2[C:13]([OH:34])=[CH:14][CH:15]=[C:16]([C:17]([NH:19][CH2:20][CH:21]3[CH2:26][CH2:25][CH2:24][NH:23][CH2:22]3)=[O:18])[C:10]=2[N:9]=1, predict the reactants needed to synthesize it. The reactants are: [CH:1]12[CH2:7][CH:4]([CH2:5][CH2:6]1)[CH2:3][CH:2]2[C:8]1[NH:12][C:11]2[C:13]([O:34]C)=[CH:14][CH:15]=[C:16]([C:17]([NH:19][CH2:20][CH:21]3[CH2:26][CH2:25][CH2:24][N:23](C(OC(C)(C)C)=O)[CH2:22]3)=[O:18])[C:10]=2[N:9]=1.B(Br)(Br)Br. (2) Given the product [F:21][C:22]1[CH:27]=[CH:26][C:25]([CH:28]2[CH2:30][C@@:9]2([CH3:15])[C:10]([O:12][CH2:13][CH3:14])=[O:11])=[CH:24][CH:23]=1, predict the reactants needed to synthesize it. The reactants are: C(OP([CH:9]([CH3:15])[C:10]([O:12][CH2:13][CH3:14])=[O:11])(OCC)=O)C.[Li]CCCC.[F:21][C:22]1[CH:27]=[CH:26][C:25]([CH:28]2[CH2:30]O2)=[CH:24][CH:23]=1. (3) Given the product [F:1][C:2]1[CH:3]=[C:4]([CH:5]=[CH:6][CH:7]=1)[O:8][CH2:10][CH2:11][CH2:12][C:13]([O:15][CH2:16][CH3:17])=[O:14], predict the reactants needed to synthesize it. The reactants are: [F:1][C:2]1[CH:3]=[C:4]([OH:8])[CH:5]=[CH:6][CH:7]=1.Br[CH2:10][CH2:11][CH2:12][C:13]([O:15][CH2:16][CH3:17])=[O:14].C([O-])([O-])=O.[Cs+].[Cs+].O. (4) Given the product [CH3:1][C:2]1[C:3]([O:11][CH2:12][C:13]([F:16])([F:14])[F:15])=[N:4][CH:5]=[C:6]([CH:10]=1)[C:7]([O:9][CH3:19])=[O:8], predict the reactants needed to synthesize it. The reactants are: [CH3:1][C:2]1[C:3]([O:11][CH2:12][C:13]([F:16])([F:15])[F:14])=[N:4][CH:5]=[C:6]([CH:10]=1)[C:7]([OH:9])=[O:8].IC.[C:19](=O)([O-])[O-].[K+].[K+].O. (5) The reactants are: [CH3:1][O:2][C:3]1[CH:8]=[CH:7][C:6]([C@@H:9]([NH:11][CH2:12][CH2:13][C:14]2([OH:27])[CH2:26][CH2:25][C:17]3([O:22][CH2:21][C:20]([CH3:24])([CH3:23])[CH2:19][O:18]3)[CH2:16][CH2:15]2)[CH3:10])=[CH:5][CH:4]=1.Cl[C:29](Cl)([O:31]C(=O)OC(Cl)(Cl)Cl)Cl. Given the product [CH3:1][O:2][C:3]1[CH:4]=[CH:5][C:6]([C@@H:9]([N:11]2[CH2:12][CH2:13][C:14]3([CH2:15][CH2:16][C:17](=[O:22])[CH2:25][CH2:26]3)[O:27][C:29]2=[O:31])[CH3:10])=[CH:7][CH:8]=1.[CH3:1][O:2][C:3]1[CH:8]=[CH:7][C:6]([C@@H:9]([N:11]2[CH2:12][CH2:13][C:14]3([CH2:15][CH2:16][C:17]4([O:18][CH2:19][C:20]([CH3:23])([CH3:24])[CH2:21][O:22]4)[CH2:25][CH2:26]3)[O:27][C:29]2=[O:31])[CH3:10])=[CH:5][CH:4]=1, predict the reactants needed to synthesize it.